The task is: Predict the reactants needed to synthesize the given product.. This data is from Full USPTO retrosynthesis dataset with 1.9M reactions from patents (1976-2016). Given the product [NH2:12][C:10]1[CH:11]=[CH:2][CH:3]=[C:4]2[C:9]=1[NH:8][C:7](=[O:15])[CH:6]([NH:16][C:17](=[O:23])[O:18][C:19]([CH3:21])([CH3:20])[CH3:22])[CH2:5]2, predict the reactants needed to synthesize it. The reactants are: Br[C:2]1[CH:3]=[C:4]2[C:9](=[C:10]([N+:12]([O-])=O)[CH:11]=1)[NH:8][C:7](=[O:15])[CH:6]([NH:16][C:17](=[O:23])[O:18][C:19]([CH3:22])([CH3:21])[CH3:20])[CH2:5]2.C(O)C.C([O-])=O.[NH4+].